Regression. Given a peptide amino acid sequence and an MHC pseudo amino acid sequence, predict their binding affinity value. This is MHC class I binding data. From a dataset of Peptide-MHC class I binding affinity with 185,985 pairs from IEDB/IMGT. (1) The peptide sequence is GMAEDLQSL. The MHC is HLA-B08:02 with pseudo-sequence HLA-B08:02. The binding affinity (normalized) is 0.0847. (2) The peptide sequence is TIPTNIPTL. The binding affinity (normalized) is 0.245. The MHC is HLA-A02:01 with pseudo-sequence HLA-A02:01. (3) The peptide sequence is DYVVVHGYF. The MHC is HLA-A23:01 with pseudo-sequence HLA-A23:01. The binding affinity (normalized) is 0.714.